Dataset: Reaction yield outcomes from USPTO patents with 853,638 reactions. Task: Predict the reaction yield, written as a fraction of the theoretical maximum amount of product (1.0 means a 100% yield; for example, 0.34 means a 34% yield). The reactants are [Cl-].O[NH3+:3].[C:4](=[O:7])([O-])[OH:5].[Na+].CS(C)=O.[CH2:13]([C:15]1[N:16]([C:40]2[CH:45]=[CH:44][CH:43]=[C:42]([C:46]([OH:49])([CH3:48])[CH3:47])[CH:41]=2)[C:17](=[O:39])[C:18]([CH2:24][C:25]2[CH:30]=[CH:29][C:28]([C:31]3[C:32]([C:37]#[N:38])=[CH:33][CH:34]=[CH:35][CH:36]=3)=[CH:27][CH:26]=2)=[C:19]([CH2:21][CH2:22][CH3:23])[N:20]=1)[CH3:14]. The catalyst is O. The product is [CH2:13]([C:15]1[N:16]([C:40]2[CH:45]=[CH:44][CH:43]=[C:42]([C:46]([OH:49])([CH3:47])[CH3:48])[CH:41]=2)[C:17](=[O:39])[C:18]([CH2:24][C:25]2[CH:26]=[CH:27][C:28]([C:31]3[CH:36]=[CH:35][CH:34]=[CH:33][C:32]=3[C:37]3[NH:3][C:4](=[O:7])[O:5][N:38]=3)=[CH:29][CH:30]=2)=[C:19]([CH2:21][CH2:22][CH3:23])[N:20]=1)[CH3:14]. The yield is 0.650.